Dataset: Full USPTO retrosynthesis dataset with 1.9M reactions from patents (1976-2016). Task: Predict the reactants needed to synthesize the given product. (1) Given the product [CH2:12]([O:19][C:20](=[O:23])[CH2:21][NH:22][C:30]([N:27]1[CH2:28][CH2:29][O:24][CH2:25][CH2:26]1)=[O:31])[C:13]1[CH:18]=[CH:17][CH:16]=[CH:15][CH:14]=1, predict the reactants needed to synthesize it. The reactants are: C1(C)C=CC(S(O)(=O)=O)=CC=1.[CH2:12]([O:19][C:20](=[O:23])[CH2:21][NH2:22])[C:13]1[CH:18]=[CH:17][CH:16]=[CH:15][CH:14]=1.[O:24]1[CH2:29][CH2:28][N:27]([C:30](Cl)=[O:31])[CH2:26][CH2:25]1.C(N(C(C)C)C(C)C)C. (2) Given the product [Br:1][C:2]1[C:3]([OH:11])=[C:4]([CH:7]=[C:8]([Br:10])[CH:9]=1)[CH:5]=[C:21]1[S:20][C:19](=[O:24])[N:18]([CH2:17][C:16]2[CH:15]=[C:14]([C:13]([F:32])([F:12])[F:33])[CH:27]=[C:26]([C:28]([F:30])([F:31])[F:29])[CH:25]=2)[C:22]1=[O:23], predict the reactants needed to synthesize it. The reactants are: [Br:1][C:2]1[CH:9]=[C:8]([Br:10])[CH:7]=[C:4]([CH:5]=O)[C:3]=1[OH:11].[F:12][C:13]([F:33])([F:32])[C:14]1[CH:15]=[C:16]([CH:25]=[C:26]([C:28]([F:31])([F:30])[F:29])[CH:27]=1)[CH2:17][N:18]1[C:22](=[O:23])[CH2:21][S:20][C:19]1=[O:24]. (3) Given the product [CH:35]1([CH2:41][S:42]([NH:34][C@@H:10]2[CH2:9][NH:8][CH2:12][C@H:11]2[CH2:13][N:14]([CH:31]([CH3:32])[CH3:33])[C:15](=[O:30])[C:16]2[CH:21]=[CH:20][C:19]([O:22][CH3:23])=[C:18]([O:24][CH2:25][CH2:26][CH2:27][O:28][CH3:29])[CH:17]=2)(=[O:44])=[O:43])[CH2:40][CH2:39][CH2:38][CH2:37][CH2:36]1, predict the reactants needed to synthesize it. The reactants are: C(OC([N:8]1[CH2:12][C@@H:11]([CH2:13][N:14]([CH:31]([CH3:33])[CH3:32])[C:15](=[O:30])[C:16]2[CH:21]=[CH:20][C:19]([O:22][CH3:23])=[C:18]([O:24][CH2:25][CH2:26][CH2:27][O:28][CH3:29])[CH:17]=2)[C@H:10]([NH2:34])[CH2:9]1)=O)(C)(C)C.[CH:35]1([CH2:41][S:42](Cl)(=[O:44])=[O:43])[CH2:40][CH2:39][CH2:38][CH2:37][CH2:36]1.CC#N.O.CC#N. (4) Given the product [C:20]1([CH3:27])[CH:21]=[C:22]([CH3:26])[CH:23]=[C:24]([CH3:25])[C:19]=1[NH:18][CH:17]=[N:16][C:9]1[C:8]([CH3:28])=[CH:13][C:12]([CH3:14])=[CH:11][C:10]=1[CH3:15], predict the reactants needed to synthesize it. The reactants are: N1C=CC=CC=1.Cl.[C:8]1([CH3:28])[CH:13]=[C:12]([CH3:14])[CH:11]=[C:10]([CH3:15])[C:9]=1[NH:16][CH:17]=[N:18][C:19]1[C:24]([CH3:25])=[CH:23][C:22]([CH3:26])=[CH:21][C:20]=1[CH3:27]. (5) Given the product [C:13]([C:10]1[C:11]2[N:12]=[C:3]([C:2]([CH3:26])([CH3:1])[C:23]([O:25][CH2:38][C:28]3[CH:33]=[CH:32][CH:31]=[CH:30][CH:29]=3)=[O:24])[O:5][C:6]=2[C:7]([F:22])=[C:8]([C:16]2[CH:17]=[CH:18][CH:19]=[CH:20][CH:21]=2)[C:9]=1[CH3:15])#[N:14], predict the reactants needed to synthesize it. The reactants are: [CH3:1][C:2]([CH3:26])([C:23]([O-:25])=[O:24])[C:3]([O:5][C:6]1[C:7]([F:22])=[C:8]([C:16]2[CH:21]=[CH:20][CH:19]=[CH:18][CH:17]=2)[C:9]([CH3:15])=[C:10]([C:13]#[N:14])[C:11]=1[NH2:12])=O.O.[C:28]1([CH3:38])[CH:33]=[CH:32][C:31](S(O)(=O)=O)=[CH:30][CH:29]=1.C1(C)C=CC=CC=1. (6) Given the product [CH3:1][C:2]1[C:6]2[CH:7]=[CH:8][C:9]([C:11]([OH:13])=[O:12])=[CH:10][C:5]=2[O:4][CH:3]=1, predict the reactants needed to synthesize it. The reactants are: [CH3:1][C:2]1[C:6]2[CH:7]=[CH:8][C:9]([C:11]([O:13]C)=[O:12])=[CH:10][C:5]=2[O:4][CH:3]=1.[OH-].[Na+].